From a dataset of Forward reaction prediction with 1.9M reactions from USPTO patents (1976-2016). Predict the product of the given reaction. (1) Given the reactants Cl.Cl.Cl.[O:4]1[C:12]2[CH:11]=[CH:10][N:9]=[C:8]([N:13]3[CH2:18][CH2:17][N:16]([CH2:19][CH2:20][C@H:21]4[CH2:26][CH2:25][C@H:24]([NH2:27])[CH2:23][CH2:22]4)[CH2:15][CH2:14]3)[C:7]=2[CH2:6][CH2:5]1.[C:28](O)(=[O:32])[CH:29]([CH3:31])[CH3:30], predict the reaction product. The product is: [O:4]1[C:12]2[CH:11]=[CH:10][N:9]=[C:8]([N:13]3[CH2:18][CH2:17][N:16]([CH2:19][CH2:20][C@H:21]4[CH2:26][CH2:25][C@H:24]([NH:27][C:28](=[O:32])[CH:29]([CH3:31])[CH3:30])[CH2:23][CH2:22]4)[CH2:15][CH2:14]3)[C:7]=2[CH2:6][CH2:5]1. (2) Given the reactants [C:1]([O:9][CH2:10][CH3:11])(=[O:8])[CH2:2][C:3]([O:5][CH2:6][CH3:7])=[O:4].I[C:13]1[CH:14]=[CH:15][C:16]2[N:17]([N:19]=[CH:20][N:21]=2)[CH:18]=1.C1(C2C=CC=CC=2)C(O)=CC=CC=1.C([O-])([O-])=O.[Cs+].[Cs+], predict the reaction product. The product is: [CH2:10]([O:9][C:1](=[O:8])[CH:2]([C:13]1[CH:14]=[CH:15][C:16]2[N:17]([N:19]=[CH:20][N:21]=2)[CH:18]=1)[C:3]([O:5][CH2:6][CH3:7])=[O:4])[CH3:11]. (3) Given the reactants [CH3:1][O:2][C:3]1[C:8]([C:9]2[NH:10][C:11]3[C:16]([CH:17]=2)=[CH:15][CH:14]=[CH:13][CH:12]=3)=[CH:7][CH:6]=[CH:5][N:4]=1.[CH2:18]([N:25]1[CH2:30][CH2:29][C:28](=O)[CH2:27][CH2:26]1)[C:19]1[CH:24]=[CH:23][CH:22]=[CH:21][CH:20]=1.OP(O)(O)=O, predict the reaction product. The product is: [CH2:18]([N:25]1[CH2:26][CH:27]=[C:28]([C:17]2[C:16]3[C:11](=[CH:12][CH:13]=[CH:14][CH:15]=3)[NH:10][C:9]=2[C:8]2[C:3]([O:2][CH3:1])=[N:4][CH:5]=[CH:6][CH:7]=2)[CH2:29][CH2:30]1)[C:19]1[CH:24]=[CH:23][CH:22]=[CH:21][CH:20]=1. (4) Given the reactants [NH2:1][C@@H:2]1[CH2:17][N:5]2[CH2:6][CH2:7][N:8]([C:10]([O:12][C:13]([CH3:16])([CH3:15])[CH3:14])=[O:11])[CH2:9][C@@H:4]2[CH2:3]1.C(=O)([O-])[O-].[Na+].[Na+].Cl[C:25]1[CH:30]=[CH:29][CH:28]=[C:27]([C:31]([F:34])([F:33])[F:32])[N:26]=1, predict the reaction product. The product is: [F:32][C:31]([F:34])([F:33])[C:27]1[N:26]=[C:25]([NH:1][C@@H:2]2[CH2:17][N:5]3[CH2:6][CH2:7][N:8]([C:10]([O:12][C:13]([CH3:14])([CH3:16])[CH3:15])=[O:11])[CH2:9][C@@H:4]3[CH2:3]2)[CH:30]=[CH:29][CH:28]=1. (5) Given the reactants [CH2:1]([O:8][C:9]1[C:18](=[O:19])[N:17]2[C:12]([CH:13]([CH3:20])[O:14][CH2:15][CH2:16]2)=[N:11][C:10]=1[C:21]([OH:23])=O)[C:2]1[CH:7]=[CH:6][CH:5]=[CH:4][CH:3]=1.[F:24][C:25]1[CH:32]=[CH:31][C:28]([CH2:29][NH2:30])=[CH:27][CH:26]=1, predict the reaction product. The product is: [F:24][C:25]1[CH:32]=[CH:31][C:28]([CH2:29][NH:30][C:21]([C:10]2[N:11]=[C:12]3[N:17]([C:18](=[O:19])[C:9]=2[O:8][CH2:1][C:2]2[CH:7]=[CH:6][CH:5]=[CH:4][CH:3]=2)[CH2:16][CH2:15][O:14][CH:13]3[CH3:20])=[O:23])=[CH:27][CH:26]=1.